Dataset: Catalyst prediction with 721,799 reactions and 888 catalyst types from USPTO. Task: Predict which catalyst facilitates the given reaction. (1) Reactant: [OH:1][CH2:2][C@@H:3]1[O:7][C:6](=[O:8])[N:5]([C:9]2[CH:14]=[CH:13][C:12]([N:15]3[CH2:20][CH2:19][O:18][CH2:17][C:16]3=[O:21])=[CH:11][CH:10]=2)[CH2:4]1.CCN(CC)CC.[CH3:29][S:30](Cl)(=[O:32])=[O:31]. Product: [CH3:29][S:30]([O:1][CH2:2][C@@H:3]1[O:7][C:6](=[O:8])[N:5]([C:9]2[CH:14]=[CH:13][C:12]([N:15]3[CH2:20][CH2:19][O:18][CH2:17][C:16]3=[O:21])=[CH:11][CH:10]=2)[CH2:4]1)(=[O:32])=[O:31]. The catalyst class is: 2. (2) Reactant: [O:1](S(C(F)(F)F)(=O)=O)[S:2]([C:5]([F:8])([F:7])[F:6])(=[O:4])=[O:3].[Si:16]([O:23][C:24]1[CH:33]=[C:32]2[C:27]([CH:28]=[CH:29][C:30](O)=[CH:31]2)=[CH:26][CH:25]=1)([C:19]([CH3:22])([CH3:21])[CH3:20])([CH3:18])[CH3:17].O. Product: [F:6][C:5]([F:8])([F:7])[S:2]([O:1][C:30]1[CH:29]=[CH:28][C:27]2[C:32](=[CH:33][C:24]([O:23][Si:16]([C:19]([CH3:22])([CH3:21])[CH3:20])([CH3:17])[CH3:18])=[CH:25][CH:26]=2)[CH:31]=1)(=[O:4])=[O:3]. The catalyst class is: 22. (3) Reactant: [NH2:1][C:2]1[CH:9]=[CH:8][CH:7]=[C:6]([O:10][CH2:11][CH:12]([CH3:14])[CH3:13])[C:3]=1[C:4]#[N:5].[C:15]([O:21][CH2:22][CH3:23])(=[O:20])[CH2:16][C:17]([CH3:19])=O.Cl[Sn](Cl)(Cl)Cl. Product: [CH2:22]([O:21][C:15]([C:16]1[C:17]([CH3:19])=[N:1][C:2]2[C:3]([C:4]=1[NH2:5])=[C:6]([O:10][CH2:11][CH:12]([CH3:14])[CH3:13])[CH:7]=[CH:8][CH:9]=2)=[O:20])[CH3:23]. The catalyst class is: 11. (4) Reactant: [Cl:1][C:2]1[NH:3][C:4]2[CH:10]=[CH:9][CH:8]=[CH:7][C:5]=2[N:6]=1.Br[CH2:12][C:13](=[O:19])[CH2:14][C:15]([CH3:18])([CH3:17])[CH3:16].C(=O)([O-])[O-].[Cs+].[Cs+].O. Product: [Cl:1][C:2]1[N:6]([CH2:12][C:13](=[O:19])[CH2:14][C:15]([CH3:18])([CH3:17])[CH3:16])[C:5]2[CH:7]=[CH:8][CH:9]=[CH:10][C:4]=2[N:3]=1. The catalyst class is: 16. (5) Reactant: [CH3:1][N:2]1[CH:6]=[CH:5][N:4]=[CH:3]1.[Cl:7][C:8]([Cl:13])([Cl:12])[C:9](Cl)=[O:10].C(N(CC)CC)C. Product: [Cl:7][C:8]([Cl:13])([Cl:12])[C:9]([C:3]1[N:2]([CH3:1])[CH:6]=[CH:5][N:4]=1)=[O:10]. The catalyst class is: 2. (6) Reactant: [C:1]([C:4]1[CH:14]=[CH:13][C:7]([C:8]([O:10][CH2:11][CH3:12])=[O:9])=[CH:6][CH:5]=1)(=[O:3])[CH3:2].[Br:15]Br. Product: [Br:15][CH2:2][C:1]([C:4]1[CH:14]=[CH:13][C:7]([C:8]([O:10][CH2:11][CH3:12])=[O:9])=[CH:6][CH:5]=1)=[O:3]. The catalyst class is: 53.